Dataset: Reaction yield outcomes from USPTO patents with 853,638 reactions. Task: Predict the reaction yield, written as a fraction of the theoretical maximum amount of product (1.0 means a 100% yield; for example, 0.34 means a 34% yield). (1) The reactants are [F:1][C:2]1[C:3]([CH2:9]O)=[N:4][CH:5]=[C:6]([F:8])[CH:7]=1.C(Cl)[Cl:12].S(Cl)(Cl)=O.C(=O)(O)[O-].[Na+]. The catalyst is CN(C=O)C. The product is [Cl:12][CH2:9][C:3]1[C:2]([F:1])=[CH:7][C:6]([F:8])=[CH:5][N:4]=1. The yield is 0.810. (2) The reactants are Cl.[Cl:2][C:3]1[CH:8]=[CH:7][C:6]([CH:9]([NH:14][C:15]([C:17]2([NH:32]C(=O)OC(C)(C)C)[CH2:22][CH2:21][N:20]([C:23]3[C:24]4[CH:31]=[CH:30][NH:29][C:25]=4[N:26]=[CH:27][N:28]=3)[CH2:19][CH2:18]2)=[O:16])[CH2:10][CH2:11][O:12][CH3:13])=[CH:5][CH:4]=1. The catalyst is C(Cl)Cl.CO. The product is [NH2:32][C:17]1([C:15]([NH:14][CH:9]([C:6]2[CH:5]=[CH:4][C:3]([Cl:2])=[CH:8][CH:7]=2)[CH2:10][CH2:11][O:12][CH3:13])=[O:16])[CH2:18][CH2:19][N:20]([C:23]2[C:24]3[CH:31]=[CH:30][NH:29][C:25]=3[N:26]=[CH:27][N:28]=2)[CH2:21][CH2:22]1. The yield is 0.960.